Dataset: Full USPTO retrosynthesis dataset with 1.9M reactions from patents (1976-2016). Task: Predict the reactants needed to synthesize the given product. (1) Given the product [CH2:1]([NH:8][C:9]1[N:14]2[N:15]=[CH:16][C:17]([C:18]([NH:40][S:37]([CH3:36])(=[O:39])=[O:38])=[O:20])=[C:13]2[N:12]=[CH:11][C:10]=1[C:21]([N:23]1[CH2:24][CH2:25][C:26]([F:35])([C:29]2[CH:34]=[CH:33][CH:32]=[CH:31][CH:30]=2)[CH2:27][CH2:28]1)=[O:22])[C:2]1[CH:3]=[CH:4][CH:5]=[CH:6][CH:7]=1, predict the reactants needed to synthesize it. The reactants are: [CH2:1]([NH:8][C:9]1[N:14]2[N:15]=[CH:16][C:17]([C:18]([OH:20])=O)=[C:13]2[N:12]=[CH:11][C:10]=1[C:21]([N:23]1[CH2:28][CH2:27][C:26]([F:35])([C:29]2[CH:34]=[CH:33][CH:32]=[CH:31][CH:30]=2)[CH2:25][CH2:24]1)=[O:22])[C:2]1[CH:7]=[CH:6][CH:5]=[CH:4][CH:3]=1.[CH3:36][S:37]([NH2:40])(=[O:39])=[O:38]. (2) Given the product [F:3][C:4]1[CH:5]=[CH:6][C:7]([CH2:8][NH:9][C:10](=[O:35])[C:11]2[CH:12]=[CH:13][C:14]([S:17]([N:20]3[C:28]4[C:23](=[CH:24][CH:25]=[CH:26][CH:27]=4)[C:22]([CH:29]4[CH2:33][CH2:32][CH:31]([OH:34])[CH2:30]4)=[CH:21]3)(=[O:18])=[O:19])=[CH:15][CH:16]=2)=[CH:36][CH:37]=1, predict the reactants needed to synthesize it. The reactants are: [BH4-].[Na+].[F:3][C:4]1[CH:37]=[CH:36][C:7]([CH2:8][NH:9][C:10](=[O:35])[C:11]2[CH:16]=[CH:15][C:14]([S:17]([N:20]3[C:28]4[C:23](=[CH:24][CH:25]=[CH:26][CH:27]=4)[C:22]([CH:29]4[CH2:33][CH2:32][C:31](=[O:34])[CH2:30]4)=[CH:21]3)(=[O:19])=[O:18])=[CH:13][CH:12]=2)=[CH:6][CH:5]=1.O.